The task is: Predict the product of the given reaction.. This data is from Forward reaction prediction with 1.9M reactions from USPTO patents (1976-2016). Given the reactants F[C:2]1[CH:7]=[C:6]([F:8])[CH:5]=[CH:4][C:3]=1[NH:9][C:10]1[CH:15]=[CH:14][C:13]([C:16]([C:18]2[CH:23]=[C:22]([N:24]3[CH:28]=[C:27]([CH2:29][CH2:30][OH:31])[N:26]=[N:25]3)[CH:21]=[CH:20][C:19]=2[CH3:32])=[O:17])=[C:12]([CH3:33])[CH:11]=1.BrC1C=CC(C(C2C=C(N3C=C(CCO)N=N3)C=CC=2C)=O)=C(C)C=1.[F:59]C1C=C(N)C=CC=1F, predict the reaction product. The product is: [F:59][C:5]1[CH:4]=[C:3]([NH:9][C:10]2[CH:15]=[CH:14][C:13]([C:16]([C:18]3[CH:23]=[C:22]([N:24]4[CH:28]=[C:27]([CH2:29][CH2:30][OH:31])[N:26]=[N:25]4)[CH:21]=[CH:20][C:19]=3[CH3:32])=[O:17])=[C:12]([CH3:33])[CH:11]=2)[CH:2]=[CH:7][C:6]=1[F:8].